From a dataset of Full USPTO retrosynthesis dataset with 1.9M reactions from patents (1976-2016). Predict the reactants needed to synthesize the given product. (1) The reactants are: CC(C1C=C(C(C)C)C(C2C=CC=CC=2P(C2CCCCC2)C2CCCCC2)=C(C(C)C)C=1)C.Cl[C:36]1[C:45]2[C:40](=[CH:41][C:42]([F:46])=[CH:43][CH:44]=2)[N:39]=[C:38]([C:47]2[CH:52]=[CH:51][CH:50]=[CH:49][N:48]=2)[C:37]=1[CH3:53].[NH2:54][C:55]1[N:60]=[C:59]([N:61]2[CH2:66][CH2:65][O:64][CH2:63][CH2:62]2)[N:58]=[C:57]([NH:67][C:68](=[O:70])[CH3:69])[C:56]=1[C:71]#[N:72].C(=O)([O-])[O-].[K+].[K+]. Given the product [C:71]([C:56]1[C:57]([NH:67][C:68](=[O:70])[CH3:69])=[N:58][C:59]([N:61]2[CH2:66][CH2:65][O:64][CH2:63][CH2:62]2)=[N:60][C:55]=1[NH:54][C:36]1[C:45]2[C:40](=[CH:41][C:42]([F:46])=[CH:43][CH:44]=2)[N:39]=[C:38]([C:47]2[CH:52]=[CH:51][CH:50]=[CH:49][N:48]=2)[C:37]=1[CH3:53])#[N:72], predict the reactants needed to synthesize it. (2) Given the product [F:1][C:2]1[CH:24]=[CH:23][CH:22]=[C:21]([F:25])[C:3]=1[CH2:4][C@@H:5]1[CH2:10][C@H:9]([C:11]2[O:15][NH:14][C:13](=[O:16])[CH:12]=2)[CH2:8][CH2:7][NH:6]1, predict the reactants needed to synthesize it. The reactants are: [F:1][C:2]1[CH:24]=[CH:23][CH:22]=[C:21]([F:25])[C:3]=1[CH2:4][C@@H:5]1[CH2:10][C@H:9]([C:11]2[O:15][NH:14][C:13](=[O:16])[CH:12]=2)[CH2:8][CH2:7][N:6]1C(OC)=O.Br. (3) The reactants are: FC(F)(F)C(O)=O.[F:8][CH:9]([F:27])[C:10]1[CH:11]=[C:12]([S:17]CC2C=CC(OC)=CC=2)[CH:13]=[C:14]([F:16])[CH:15]=1. Given the product [F:27][CH:9]([F:8])[C:10]1[CH:11]=[C:12]([SH:17])[CH:13]=[C:14]([F:16])[CH:15]=1, predict the reactants needed to synthesize it. (4) Given the product [CH3:41][C:36]1[C:35]([C:28]2[CH:27]=[C:26]3[C:31]([C:32]4[C:20]([C:13]5[C:14]6[C:19](=[CH:18][CH:17]=[CH:16][CH:15]=6)[C:10]([CH2:9][OH:8])=[CH:11][CH:12]=5)=[N:21][C:22]([CH3:42])=[N:23][C:24]=4[NH:25]3)=[CH:30][C:29]=2[O:33][CH3:34])=[C:39]([CH3:40])[O:38][N:37]=1, predict the reactants needed to synthesize it. The reactants are: [Si]([O:8][CH2:9][C:10]1[C:19]2[C:14](=[CH:15][CH:16]=[CH:17][CH:18]=2)[C:13]([C:20]2[C:32]3[C:31]4[C:26](=[CH:27][C:28]([C:35]5[C:36]([CH3:41])=[N:37][O:38][C:39]=5[CH3:40])=[C:29]([O:33][CH3:34])[CH:30]=4)[NH:25][C:24]=3[N:23]=[C:22]([CH3:42])[N:21]=2)=[CH:12][CH:11]=1)(C(C)(C)C)(C)C.CCCC[N+](CCCC)(CCCC)CCCC.[F-].